Dataset: Peptide-MHC class II binding affinity with 134,281 pairs from IEDB. Task: Regression. Given a peptide amino acid sequence and an MHC pseudo amino acid sequence, predict their binding affinity value. This is MHC class II binding data. (1) The peptide sequence is EKKYFAATQFRPLAA. The MHC is HLA-DPA10103-DPB10601 with pseudo-sequence HLA-DPA10103-DPB10601. The binding affinity (normalized) is 0.868. (2) The binding affinity (normalized) is 0.0317. The MHC is DRB3_0202 with pseudo-sequence DRB3_0202. The peptide sequence is GTKTEAEDVIPEGWK. (3) The peptide sequence is GTSGSPIVNRNGEVI. The MHC is DRB4_0101 with pseudo-sequence DRB4_0103. The binding affinity (normalized) is 0.0146. (4) The peptide sequence is KDKWIALKESWGAIW. The MHC is HLA-DPA10103-DPB10301 with pseudo-sequence HLA-DPA10103-DPB10301. The binding affinity (normalized) is 0.119.